The task is: Predict which catalyst facilitates the given reaction.. This data is from Catalyst prediction with 721,799 reactions and 888 catalyst types from USPTO. (1) Reactant: C(O[C:9](=O)[N:10]([CH:12]([C:14](=[O:44])[NH:15][CH:16]([C:21]([N:23]1[CH2:27][CH2:26][CH:25]2[N:28]([S:40]([CH3:43])(=[O:42])=[O:41])[CH2:29][CH:30]([O:31][C:32]3[CH:37]=[CH:36][C:35]([F:38])=[C:34]([F:39])[CH:33]=3)[CH:24]12)=[O:22])[C:17]([CH3:20])([CH3:19])[CH3:18])[CH3:13])C)C1C=CC=CC=1. Product: [F:39][C:34]1[CH:33]=[C:32]([CH:37]=[CH:36][C:35]=1[F:38])[O:31][CH:30]1[CH:24]2[N:23]([C:21]([CH:16]([NH:15][C:14](=[O:44])[CH:12]([NH:10][CH3:9])[CH3:13])[C:17]([CH3:19])([CH3:20])[CH3:18])=[O:22])[CH2:27][CH2:26][CH:25]2[N:28]([S:40]([CH3:43])(=[O:41])=[O:42])[CH2:29]1. The catalyst class is: 5. (2) Reactant: Cl[C:2]1[C:7]([CH3:8])=[C:6]([Cl:9])[N:5]=[CH:4][N:3]=1.[OH:10][C:11]1[CH:37]=[CH:36][CH:35]=[CH:34][C:12]=1[CH2:13][NH:14][C:15]([NH:17][C:18]1[N:22]([C:23]2[CH:28]=[CH:27][C:26]([CH3:29])=[CH:25][CH:24]=2)[N:21]=[C:20]([C:30]([CH3:33])([CH3:32])[CH3:31])[CH:19]=1)=[O:16].[OH-].[Na+].[Cl-].[NH4+]. Product: [Cl:9][C:6]1[N:5]=[CH:4][N:3]=[C:2]([O:10][C:11]2[CH:37]=[CH:36][CH:35]=[CH:34][C:12]=2[CH2:13][NH:14][C:15]([NH:17][C:18]2[N:22]([C:23]3[CH:28]=[CH:27][C:26]([CH3:29])=[CH:25][CH:24]=3)[N:21]=[C:20]([C:30]([CH3:32])([CH3:33])[CH3:31])[CH:19]=2)=[O:16])[C:7]=1[CH3:8]. The catalyst class is: 21. (3) Reactant: Cl.[O:2]1[C:6]2[CH:7]=[CH:8][C:9]([C:11]3[S:19][C:18]4[C:17](=[O:20])[N:16]([CH:21]5[CH2:26][CH2:25][NH:24][CH2:23][CH2:22]5)[C:15](=[O:27])[N:14]([CH2:28][C:29]5[N:30]=[N:31][N:32]([CH2:34][CH3:35])[N:33]=5)[C:13]=4[CH:12]=3)=[CH:10][C:5]=2[O:4][CH2:3]1.[CH2:36]([O:38][C:39]1[C:48]([O:49][CH3:50])=[CH:47][C:46]2[C:45]([C:51]3[CH:59]=[CH:58][C:54]([C:55](O)=[O:56])=[CH:53][CH:52]=3)=[N:44][C@@H:43]3[CH2:60][CH2:61][S:62][CH2:63][C@@H:42]3[C:41]=2[CH:40]=1)[CH3:37].CN(C(ON1N=NC2C=CC=CC1=2)=[N+](C)C)C.F[P-](F)(F)(F)(F)F.CCN(C(C)C)C(C)C. Product: [O:2]1[C:6]2[CH:7]=[CH:8][C:9]([C:11]3[S:19][C:18]4[C:17](=[O:20])[N:16]([CH:21]5[CH2:22][CH2:23][N:24]([C:55]([C:54]6[CH:58]=[CH:59][C:51]([C:45]7[C:46]8[CH:47]=[C:48]([O:49][CH3:50])[C:39]([O:38][CH2:36][CH3:37])=[CH:40][C:41]=8[C@H:42]8[CH2:63][S:62][CH2:61][CH2:60][C@H:43]8[N:44]=7)=[CH:52][CH:53]=6)=[O:56])[CH2:25][CH2:26]5)[C:15](=[O:27])[N:14]([CH2:28][C:29]5[N:30]=[N:31][N:32]([CH2:34][CH3:35])[N:33]=5)[C:13]=4[CH:12]=3)=[CH:10][C:5]=2[O:4][CH2:3]1. The catalyst class is: 59. (4) Reactant: [CH2:1]1[C:3]2([CH2:8][CH2:7][CH2:6][CH2:5][C@@H:4]2[CH2:9][N:10]2[CH2:15][CH2:14][CH:13]([N:16]3[C:20]4[CH:21]=[CH:22][CH:23]=[CH:24][C:19]=4[NH:18][C:17]3=[O:25])[CH2:12][CH2:11]2)[CH2:2]1.[H-].[Na+].CC1C=CC(S(O[CH2:39][C@@H:40]2[CH2:44][O:43][C:42]([CH3:46])([CH3:45])[O:41]2)(=O)=O)=CC=1.O. Product: [CH3:45][C:42]1([CH3:46])[O:41][C@H:40]([CH2:39][N:18]2[C:19]3[CH:24]=[CH:23][CH:22]=[CH:21][C:20]=3[N:16]([CH:13]3[CH2:12][CH2:11][N:10]([CH2:9][C@H:4]4[CH2:5][CH2:6][CH2:7][CH2:8][C:3]54[CH2:2][CH2:1]5)[CH2:15][CH2:14]3)[C:17]2=[O:25])[CH2:44][O:43]1. The catalyst class is: 9. (5) Reactant: [O:1]([CH2:8][C@H:9]1[CH2:11][O:10]1)[C:2]1[CH:7]=[CH:6][CH:5]=[CH:4][CH:3]=1.C([NH:19][CH2:20][CH2:21][CH:22]([C:34]1[CH:39]=[CH:38][C:37]([NH:40][C:41]([O:43][CH3:44])=[O:42])=[CH:36][CH:35]=1)[C:23]1[CH:28]=[CH:27][C:26]([NH:29][C:30]([O:32][CH3:33])=[O:31])=[CH:25][CH:24]=1)C1C=CC=CC=1. Product: [O:1]([CH2:8][C@H:9]([OH:10])[CH2:11][NH:19][CH2:20][CH2:21][CH:22]([C:34]1[CH:35]=[CH:36][C:37]([NH:40][C:41]([O:43][CH3:44])=[O:42])=[CH:38][CH:39]=1)[C:23]1[CH:28]=[CH:27][C:26]([NH:29][C:30]([O:32][CH3:33])=[O:31])=[CH:25][CH:24]=1)[C:2]1[CH:7]=[CH:6][CH:5]=[CH:4][CH:3]=1. The catalyst class is: 63. (6) Reactant: [S:1]([O:8]S(C(F)(F)F)(=O)=O)([C:4]([F:7])([F:6])[F:5])(=[O:3])=[O:2].O[C:17]1[CH:25]=[CH:24][CH:23]=[C:22]2[C:18]=1[CH2:19][CH2:20][C:21]2=[O:26].CCN(CC)CC. Product: [F:5][C:4]([F:7])([F:6])[S:1]([O:8][C:17]1[CH:25]=[CH:24][CH:23]=[C:22]2[C:18]=1[CH2:19][CH2:20][C:21]2=[O:26])(=[O:3])=[O:2]. The catalyst class is: 2. (7) Reactant: [CH2:1]([C:3]1[CH:8]=[CH:7][C:6]([C:9]2[CH:14]=[CH:13][C:12]([C:15]([O:17][CH3:18])=[O:16])=[CH:11][C:10]=2[CH3:19])=[CH:5][C:4]=1I)[CH3:2].[B:21]1([B:21]2[O:25][C:24]([CH3:27])([CH3:26])[C:23]([CH3:29])([CH3:28])[O:22]2)[O:25][C:24]([CH3:27])([CH3:26])[C:23]([CH3:29])([CH3:28])[O:22]1.C([O-])(=O)C.[K+].O1CCOCC1. Product: [CH2:1]([C:3]1[CH:8]=[CH:7][C:6]([C:9]2[CH:14]=[CH:13][C:12]([C:15]([O:17][CH3:18])=[O:16])=[CH:11][C:10]=2[CH3:19])=[CH:5][C:4]=1[B:21]1[O:25][C:24]([CH3:27])([CH3:26])[C:23]([CH3:29])([CH3:28])[O:22]1)[CH3:2]. The catalyst class is: 16.